Dataset: Full USPTO retrosynthesis dataset with 1.9M reactions from patents (1976-2016). Task: Predict the reactants needed to synthesize the given product. (1) Given the product [F:1][C:2]1[CH:3]=[C:4]2[C:8](=[CH:9][CH:10]=1)[NH:7][C:6](=[O:11])[C:5]2=[C:12]1[C:20]2[C:15](=[CH:16][C:17]([CH2:21][CH2:22][CH2:23][O:24][C:25]([C:27]34[CH2:34][CH:33]5[CH2:32][CH:31]([CH2:30][C:29]([NH2:37])([CH2:35]5)[CH2:28]3)[CH2:36]4)=[O:26])=[CH:18][CH:19]=2)[CH2:14][O:13]1, predict the reactants needed to synthesize it. The reactants are: [F:1][C:2]1[CH:3]=[C:4]2[C:8](=[CH:9][CH:10]=1)[NH:7][C:6](=[O:11])[C:5]2=[C:12]1[C:20]2[C:15](=[CH:16][C:17]([CH2:21][CH2:22][CH2:23][O:24][C:25]([C:27]34[CH2:36][CH:31]5[CH2:32][CH:33]([CH2:35][C:29]([N+:37]([O-])=O)([CH2:30]5)[CH2:28]3)[CH2:34]4)=[O:26])=[CH:18][CH:19]=2)[CH2:14][O:13]1. (2) Given the product [NH2:17][C:12]1[CH:13]=[CH:14][CH:15]=[CH:16][C:11]=1[CH2:10][N:3]1[CH:2]([OH:1])[C:6]([CH3:8])([CH3:7])[O:5][C:4]1=[O:9], predict the reactants needed to synthesize it. The reactants are: [OH:1][CH:2]1[C:6]([CH3:8])([CH3:7])[O:5][C:4](=[O:9])[N:3]1[CH2:10][C:11]1[CH:16]=[CH:15][CH:14]=[CH:13][C:12]=1[N+:17]([O-])=O.[Cl-].[NH4+].C(O)C.O. (3) Given the product [O-2:11].[La+3:46].[O-2:1].[O-2:11].[La+3:46].[OH2:11].[OH2:11].[OH2:11].[OH2:11].[OH2:11].[OH2:11].[N+:10]([O-:13])([O-:12])=[O:11].[La+3:46].[N+:10]([O-:13])([O-:12])=[O:11].[N+:10]([O-:13])([O-:12])=[O:11], predict the reactants needed to synthesize it. The reactants are: [OH2:1].O.O.O.O.O.O.O.O.[N+:10]([O-:13])([O-:12])=[O:11].[Al+3].[N+]([O-])([O-])=O.[N+]([O-])([O-])=O.O.O.O.O.O.O.[N+]([O-])([O-])=O.[Nd+3].[N+]([O-])([O-])=O.[N+]([O-])([O-])=O.[N+]([O-])([O-])=O.[La+3:46].[N+]([O-])([O-])=O.[N+]([O-])([O-])=O. (4) Given the product [Cl:1][C:2]1[CH:3]=[C:4]([C@H:9]2[CH2:10][CH2:11][C@H:12]([C:15]([O:17][CH2:18][CH3:19])=[O:16])[CH2:13][CH2:14]2)[CH:5]=[CH:6][C:7]=1[F:8], predict the reactants needed to synthesize it. The reactants are: [Cl:1][C:2]1[CH:3]=[C:4]([C:9]2[CH2:14][CH2:13][CH:12]([C:15]([O:17][CH2:18][CH3:19])=[O:16])[CH2:11][CH:10]=2)[CH:5]=[CH:6][C:7]=1[F:8]. (5) The reactants are: C([O:3][C:4](=[O:24])[CH2:5][CH2:6][CH2:7][CH2:8][C:9](=[O:23])[C:10]1[CH:15]=[CH:14][C:13]([C:16]2[CH:21]=[CH:20][C:19]([Cl:22])=[CH:18][CH:17]=2)=[CH:12][CH:11]=1)C.[OH-].[Na+]. Given the product [Cl:22][C:19]1[CH:18]=[CH:17][C:16]([C:13]2[CH:14]=[CH:15][C:10]([C:9]([CH2:8][CH2:7][CH2:6][CH2:5][C:4]([OH:24])=[O:3])=[O:23])=[CH:11][CH:12]=2)=[CH:21][CH:20]=1, predict the reactants needed to synthesize it. (6) Given the product [Cl:1][C:2]1[CH:14]=[CH:13][C:5]2[S:6][C:7]([C:10]([NH:34][CH2:33][C:29]3[CH:28]=[C:27]([CH:32]=[CH:31][CH:30]=3)[O:26][C:23]3[CH:24]=[CH:25][C:20]([CH2:19][CH2:18][C:17]([OH:36])=[O:16])=[C:21]([CH3:35])[CH:22]=3)=[O:12])=[C:8]([CH3:9])[C:4]=2[CH:3]=1, predict the reactants needed to synthesize it. The reactants are: [Cl:1][C:2]1[CH:14]=[CH:13][C:5]2[S:6][C:7]([C:10]([OH:12])=O)=[C:8]([CH3:9])[C:4]=2[CH:3]=1.C[O:16][C:17](=[O:36])[CH2:18][CH2:19][C:20]1[CH:25]=[CH:24][C:23]([O:26][C:27]2[CH:32]=[CH:31][CH:30]=[C:29]([CH2:33][NH2:34])[CH:28]=2)=[CH:22][C:21]=1[CH3:35].